The task is: Regression. Given two drug SMILES strings and cell line genomic features, predict the synergy score measuring deviation from expected non-interaction effect.. This data is from NCI-60 drug combinations with 297,098 pairs across 59 cell lines. Drug 1: C1CCN(CC1)CCOC2=CC=C(C=C2)C(=O)C3=C(SC4=C3C=CC(=C4)O)C5=CC=C(C=C5)O. Drug 2: COC1=C2C(=CC3=C1OC=C3)C=CC(=O)O2. Cell line: SNB-19. Synergy scores: CSS=3.16, Synergy_ZIP=-0.588, Synergy_Bliss=0.660, Synergy_Loewe=0.870, Synergy_HSA=0.391.